The task is: Predict the product of the given reaction.. This data is from Forward reaction prediction with 1.9M reactions from USPTO patents (1976-2016). (1) Given the reactants [C:1]([C:3]1[N:4]([CH3:9])[CH:5]=[C:6]([NH2:8])[CH:7]=1)#[N:2].C(N(CC)CC)C.[CH3:17][S:18](Cl)(=[O:20])=[O:19], predict the reaction product. The product is: [CH3:17][S:18]([NH:8][C:6]1[CH:7]=[C:3]([C:1]#[N:2])[N:4]([CH3:9])[CH:5]=1)(=[O:20])=[O:19]. (2) Given the reactants F[C:2]1[CH:9]=[CH:8][CH:7]=[CH:6][C:3]=1[C:4]#[N:5].[CH3:10][NH:11][S:12]([CH3:15])(=[O:14])=[O:13].C(=O)([O-])[O-].[K+].[K+].CN(C)C=O, predict the reaction product. The product is: [C:4]([C:3]1[CH:6]=[CH:7][CH:8]=[CH:9][C:2]=1[N:11]([CH3:10])[S:12]([CH3:15])(=[O:14])=[O:13])#[N:5].